From a dataset of Forward reaction prediction with 1.9M reactions from USPTO patents (1976-2016). Predict the product of the given reaction. Given the reactants CC([O-])(C)C.[K+].[CH3:7][C:8](NC(=O)C1C=CC=CC=1C(F)(F)F)([NH:10][C:11](=[O:22])[C:12]1[CH:17]=[CH:16][CH:15]=[CH:14][C:13]=1[C:18]([F:21])([F:20])[F:19])[CH3:9].C(O)(=O)C.CCOC(C)=O, predict the reaction product. The product is: [C:8]([NH:10][C:11](=[O:22])[C:12]1[CH:17]=[CH:16][CH:15]=[CH:14][C:13]=1[C:18]([F:20])([F:21])[F:19])([CH3:9])=[CH2:7].